Dataset: Full USPTO retrosynthesis dataset with 1.9M reactions from patents (1976-2016). Task: Predict the reactants needed to synthesize the given product. (1) The reactants are: [NH2:1][C:2]([C:4]1[CH:5]=[N:6][C:7]2[C:12]([C:13]=1[NH:14][C:15]1[CH:16]=[C:17]([CH:23]=[CH:24][CH:25]=1)[C:18]([O:20][CH2:21][CH3:22])=[O:19])=[CH:11][CH:10]=[C:9](Br)[CH:8]=2)=[O:3].[CH3:27][O:28][C:29]1[C:34](B(O)O)=[CH:33][CH:32]=[C:31]([O:38][CH3:39])[N:30]=1.C(=O)([O-])[O-].[K+].[K+]. Given the product [NH2:1][C:2]([C:4]1[CH:5]=[N:6][C:7]2[C:12]([C:13]=1[NH:14][C:15]1[CH:16]=[C:17]([CH:23]=[CH:24][CH:25]=1)[C:18]([O:20][CH2:21][CH3:22])=[O:19])=[CH:11][CH:10]=[C:9]([C:34]1[C:29]([O:28][CH3:27])=[N:30][C:31]([O:38][CH3:39])=[CH:32][CH:33]=1)[CH:8]=2)=[O:3], predict the reactants needed to synthesize it. (2) Given the product [CH3:17][O:18][C:19]1[CH:27]=[CH:26][C:25]([O:28][CH3:29])=[CH:24][C:20]=1[C:10]([O-:12])=[CH:9][C:8]([O:14][CH2:15][CH3:16])=[O:13].[Na+:44], predict the reactants needed to synthesize it. The reactants are: [O-]CC.[Mg+2].[O-]CC.[C:8]([O:14][CH2:15][CH3:16])(=[O:13])[CH2:9][C:10]([OH:12])=O.[CH3:17][O:18][C:19]1[CH:27]=[CH:26][C:25]([O:28][CH3:29])=[CH:24][C:20]=1C(O)=O.C(N1C=CN=C1)(N1C=CN=C1)=O.C[O-].[Na+:44]. (3) Given the product [CH3:1][O:2][C:3]1[CH:8]=[CH:7][C:6]([N:9]2[C:10]3[CH:15]=[CH:14][CH:13]=[CH:12][C:11]=3[N:16]=[C:17]2[C:19]2[CH:23]=[CH:22][S:21][CH:20]=2)=[CH:5][CH:4]=1, predict the reactants needed to synthesize it. The reactants are: [CH3:1][O:2][C:3]1[CH:8]=[CH:7][C:6]([NH:9][C:10]2[CH:15]=[CH:14][CH:13]=[CH:12][C:11]=2[NH:16][C:17]([C:19]2[CH:23]=[CH:22][S:21][CH:20]=2)=O)=[CH:5][CH:4]=1. (4) Given the product [Cl:1][C:2]1[CH:3]=[C:4]([CH2:9][C:10]([OH:12])=[O:11])[CH:5]=[C:6]([SH:8])[CH:7]=1, predict the reactants needed to synthesize it. The reactants are: [Cl:1][C:2]1[CH:3]=[C:4]([CH2:9][C:10]([O:12]C)=[O:11])[CH:5]=[C:6]([SH:8])[CH:7]=1.[OH-].[Na+].